Dataset: Experimentally validated miRNA-target interactions with 360,000+ pairs, plus equal number of negative samples. Task: Binary Classification. Given a miRNA mature sequence and a target amino acid sequence, predict their likelihood of interaction. (1) The miRNA is hsa-miR-603 with sequence CACACACUGCAAUUACUUUUGC. The protein sequence of the target gene is MEKMSRPLPLNPTFIPPPYGVLRSLLENPLKLPLHHEDAFSKDKDKEKKLDDESNSPTVPQSAFLGPTLWDKTLPYDGDTFQLEYMDLEEFLSENGIPPSPSQHDHSPHPPGLQPASSAAPSVMDLSSRASAPLHPGIPSPNCMQSPIRPGQLLPANRNTPSPIDPDTIQVPVGYEPDPADLALSSIPGQEMFDPRKRKFSEEELKPQPMIKKARKVFIPDDLKDDKYWARRRKNNMAAKRSRDARRLKENQIAIRASFLEKENSALRQEVADLRKELGKCKNILAKYEARHGPL. Result: 1 (interaction). (2) The miRNA is hsa-miR-6129 with sequence UGAGGGAGUUGGGUGUAUA. The protein sequence of the target gene is MDPECSRLLPALCAVLADPRQLVADDTCLEKLLDWFKTVTEAESSLQLLQDHPCLMELLSHVLKPQDVSPRVLSFALRLVGVFAAQEDCFEYLQQGELLLGLFGESGAPGWAAWSIPSVRSGWIQGLCYLAHHPSALHFLADSGAVDTLFSLQGDPSLFVASAASQLLVHILALSMQGGAPGSPVPEAAAWPMCAQKIVNHVDESLHAKATPQVTQALNVLTTTFGRCHNPWTGVLWERLSPPVARLFERDPIPAVHALMDLLLSVARSPVLNFAACGLWEMLAQTLSRLSPIQAGPLAL.... Result: 0 (no interaction). (3) Result: 0 (no interaction). The miRNA is hsa-miR-548ar-5p with sequence AAAAGUAAUUGCAGUUUUUGC. The protein sequence of the target gene is MVPRRPASLEVTVACIWLLTVILGVCISFNVDVKNSMSFSGPVEDMFGYTVQQYENEEGKWVLIGSPLVGQPKARTGDVYKCPVGRERSMPCVKLDLPVNTSIPNVTEIKENMTFGSTLVTNPKGGFLACGPLYAYRCGHLHYTTGICSDVSPTFQVVNSFAPVQECSTQLDIVIVLDGSNSIYPWESVTAFLNDLLKRMDIGPKQTQVGIVQYGANVTHEFNLNKYSSTEEVLVAANKIGRRGGLQTMTALGIDTARKEAFTEARGARRGVKKVMVIVTDGESHDNYRLKQVIQDCEDE.... (4) The miRNA is mmu-miR-669c-3p with sequence UACACACACACACACAAGUAAA. The protein sequence of the target gene is MAERRRHKKRIQEVGEPSKEEKAVAKYLRFNCPTKSTNMMGHRVDYFIASKAVECLLDSKWAKAKKGEDALFTTRESVVDYCNRLLKKQFFHRALKVMKMKYDKDVKKEKDKGKSESGKEDDKKSKKESVKEEKTKKEKEKKKDGEKEDSKKEETPGTPKKKETKKKFKLEPHDDQVFLDGNEVFVWIYDPVHIKTFVMGLILVIAVIAATLFPLWPAEMRVGVYYLSVGAGCFVASILLLAIARCILFLIIWLITGGRHHFWFLPNLTADVGFIDSFRPLYTHEYKGPKADLKKDEKSE.... Result: 1 (interaction). (5) The miRNA is mmu-miR-467f with sequence AUAUACACACACACACCUACA. The protein sequence of the target gene is MEAIAKYDFKATADDELSFKRGDILKVLNEECDQNWYKAELNGKDGFIPKNYIEMKPHPWFFGKIPRAKAEEMLSKQRHDGAFLIRESESAPGDFSLSVKFGNDVQHFKVLRDGAGKYFLWVVKFNSLNELVDYHRSTSVSRNQQIFLRDIEQMPQQPTYVQALFDFDPQEDGELGFRRGDFIHVMDNSDPNWWKGACHGQTGMFPRNYVTPVNRNV. Result: 1 (interaction).